From a dataset of Reaction yield outcomes from USPTO patents with 853,638 reactions. Predict the reaction yield, written as a fraction of the theoretical maximum amount of product (1.0 means a 100% yield; for example, 0.34 means a 34% yield). The reactants are [S:1]1[CH:5]=[CH:4][C:3]2[CH:6]=[C:7]([CH:10]3[C:19]4[C:14](=[CH:15][C:16]([O:20]C)=[CH:17][CH:18]=4)[CH2:13][N:12]([CH3:22])[CH2:11]3)[CH:8]=[CH:9][C:2]1=2.C([S-])C.[Na+].[NH4+].[Cl-]. The catalyst is CN(C=O)C. The product is [S:1]1[CH:5]=[CH:4][C:3]2[CH:6]=[C:7]([CH:10]3[C:19]4[C:14](=[CH:15][C:16]([OH:20])=[CH:17][CH:18]=4)[CH2:13][N:12]([CH3:22])[CH2:11]3)[CH:8]=[CH:9][C:2]1=2. The yield is 0.700.